Task: Predict the reaction yield, written as a fraction of the theoretical maximum amount of product (1.0 means a 100% yield; for example, 0.34 means a 34% yield).. Dataset: Reaction yield outcomes from USPTO patents with 853,638 reactions (1) The reactants are [CH3:1][N:2]([CH2:10][C:11]1[CH:15]=[C:14]([N:16]([CH3:23])[C:17]2[CH:22]=[CH:21][CH:20]=[CH:19][CH:18]=2)[N:13]([C:24]2[CH:29]=[CH:28][CH:27]=[CH:26][CH:25]=2)[N:12]=1)C(=O)OC(C)(C)C.C(OCC)(=O)C.[ClH:36]. The catalyst is C(OCC)(=O)C.CO. The product is [ClH:36].[CH3:23][N:16]([C:17]1[CH:22]=[CH:21][CH:20]=[CH:19][CH:18]=1)[C:14]1[N:13]([C:24]2[CH:29]=[CH:28][CH:27]=[CH:26][CH:25]=2)[N:12]=[C:11]([CH2:10][NH:2][CH3:1])[CH:15]=1. The yield is 0.450. (2) The reactants are [CH2:1]([N:8]1[CH2:14][C:13]2[N:15]=[CH:16][C:17](Cl)=[N:18][C:12]=2[O:11][CH2:10][CH2:9]1)[C:2]1[CH:7]=[CH:6][CH:5]=[CH:4][CH:3]=1.[C:20]1(B(O)O)[CH2:24][CH2:23][CH2:22][CH:21]=1.C(=O)([O-])[O-].[Na+].[Na+].O. The catalyst is COCCOC.C1C=CC([P]([Pd]([P](C2C=CC=CC=2)(C2C=CC=CC=2)C2C=CC=CC=2)([P](C2C=CC=CC=2)(C2C=CC=CC=2)C2C=CC=CC=2)[P](C2C=CC=CC=2)(C2C=CC=CC=2)C2C=CC=CC=2)(C2C=CC=CC=2)C2C=CC=CC=2)=CC=1. The product is [CH2:1]([N:8]1[CH2:14][C:13]2[N:15]=[CH:16][C:17]([C:20]3[CH2:24][CH2:23][CH2:22][CH:21]=3)=[N:18][C:12]=2[O:11][CH2:10][CH2:9]1)[C:2]1[CH:7]=[CH:6][CH:5]=[CH:4][CH:3]=1. The yield is 0.680. (3) The reactants are [Li+].C[Si]([N-][Si](C)(C)C)(C)C.[Cl:11][C:12]1[C:13]([O:34][C:35](=[O:39])[N:36]([CH3:38])[CH3:37])=[CH:14][C:15]2[O:20][C:19](=[O:21])[C:18]([CH2:22][C:23]3[CH:28]=[CH:27][CH:26]=[C:25]([N+:29]([O-:31])=[O:30])[CH:24]=3)=[C:17]([CH3:32])[C:16]=2[CH:33]=1.[CH2:40]=[O:41].O. The catalyst is C1COCC1. The product is [Cl:11][C:12]1[C:13]([O:34][C:35](=[O:39])[N:36]([CH3:37])[CH3:38])=[CH:14][C:15]2[O:20][C:19](=[O:21])[C:18]([CH2:22][C:23]3[CH:28]=[CH:27][CH:26]=[C:25]([N+:29]([O-:31])=[O:30])[CH:24]=3)=[C:17]([CH2:32][CH2:40][OH:41])[C:16]=2[CH:33]=1. The yield is 0.860. (4) The reactants are [Si](Cl)(C(C)(C)C)(C)C.CN(C)C=O.C(O)(=O)[CH2:15][C:16](CC(O)=O)(C(O)=O)[OH:17].[CH2:27]([O:34][C:35]([N:37]1[C:46]2[C:41](=[CH:42][CH:43]=[CH:44][CH:45]=2)[C@@H:40]([O:47][Si](C(C)(C)C)(C)C)[CH2:39][CH2:38]1)=[O:36])[C:28]1[CH:33]=[CH:32][CH:31]=[CH:30][CH:29]=1. The catalyst is C(OCC)(=O)C. The product is [C:16]([O:47][C@H:40]1[C:45]2[C:46](=[CH:41][CH:42]=[CH:43][CH:44]=2)[N:37]([C:35]([O:34][CH2:27][C:28]2[CH:33]=[CH:32][CH:31]=[CH:30][CH:29]=2)=[O:36])[CH2:38][CH2:39]1)(=[O:17])[CH3:15]. The yield is 1.00. (5) The reactants are Cl.[Cl:2][C:3]1[CH:4]=[C:5]2[C:9](=[CH:10][CH:11]=1)[NH:8][C:7]1[CH:12]([CH2:16]C(C)C)[NH:13][CH2:14][CH2:15][C:6]2=1.C(OC(OCC)C[N:25]1[CH2:30][CH2:29][C:28]([F:32])([F:31])[CH2:27][CH2:26]1)C.Cl. No catalyst specified. The product is [Cl:2][C:3]1[CH:4]=[C:5]2[C:9](=[CH:10][CH:11]=1)[NH:8][C:7]1[CH:12]([CH2:16][N:25]3[CH2:30][CH2:29][C:28]([F:32])([F:31])[CH2:27][CH2:26]3)[NH:13][CH2:14][CH2:15][C:6]2=1. The yield is 0.300. (6) The reactants are [Br:1][CH2:2][C:3](=[O:6])[CH2:4][CH3:5].[S:7]1[CH2:11][CH2:10][CH2:9][CH2:8]1. The catalyst is CC(C)=O. The product is [Br-:1].[O:6]=[C:3]([CH2:4][CH3:5])[CH2:2][S+:7]1[CH2:11][CH2:10][CH2:9][CH2:8]1. The yield is 0.722. (7) The catalyst is C1COCC1.C1(C)C=CC=CC=1. The yield is 0.830. The reactants are [CH3:1][C:2]1[CH:10]=[CH:9][C:8]([CH3:11])=[C:7]2[C:3]=1[CH2:4][CH2:5][C:6]2=O.[BH4-].[Na+].CO.CC1C=CC(S(O)(=O)=O)=CC=1. The product is [CH3:1][C:2]1[CH:10]=[CH:9][C:8]([CH3:11])=[C:7]2[C:3]=1[CH:4]=[CH:5][CH2:6]2.